This data is from NCI-60 drug combinations with 297,098 pairs across 59 cell lines. The task is: Regression. Given two drug SMILES strings and cell line genomic features, predict the synergy score measuring deviation from expected non-interaction effect. (1) Drug 2: COCCOC1=C(C=C2C(=C1)C(=NC=N2)NC3=CC=CC(=C3)C#C)OCCOC.Cl. Drug 1: CC12CCC(CC1=CCC3C2CCC4(C3CC=C4C5=CN=CC=C5)C)O. Cell line: HCC-2998. Synergy scores: CSS=-0.716, Synergy_ZIP=-0.0809, Synergy_Bliss=1.09, Synergy_Loewe=-6.53, Synergy_HSA=-3.69. (2) Drug 1: COC1=C(C=C2C(=C1)N=CN=C2NC3=CC(=C(C=C3)F)Cl)OCCCN4CCOCC4. Drug 2: CC1=C2C(C(=O)C3(C(CC4C(C3C(C(C2(C)C)(CC1OC(=O)C(C(C5=CC=CC=C5)NC(=O)C6=CC=CC=C6)O)O)OC(=O)C7=CC=CC=C7)(CO4)OC(=O)C)O)C)OC(=O)C. Cell line: SF-295. Synergy scores: CSS=28.9, Synergy_ZIP=5.12, Synergy_Bliss=6.95, Synergy_Loewe=9.13, Synergy_HSA=9.38.